From a dataset of Full USPTO retrosynthesis dataset with 1.9M reactions from patents (1976-2016). Predict the reactants needed to synthesize the given product. (1) The reactants are: [Cl:1][C:2]1[CH:19]=[C:18]([Cl:20])[CH:17]=[CH:16][C:3]=1[CH2:4][NH:5][C:6]([C:8]1[C:9]([O:13][CH2:14][CH3:15])=[N:10][NH:11][CH:12]=1)=[O:7].C(=O)([O-])[O-].[K+].[K+].Br[CH2:28][C:29]([O:31][CH2:32][CH3:33])=[O:30].O. Given the product [Cl:1][C:2]1[CH:19]=[C:18]([Cl:20])[CH:17]=[CH:16][C:3]=1[CH2:4][NH:5][C:6]([C:8]1[C:9]([O:13][CH2:14][CH3:15])=[N:10][N:11]([CH2:28][C:29]([O:31][CH2:32][CH3:33])=[O:30])[CH:12]=1)=[O:7], predict the reactants needed to synthesize it. (2) Given the product [NH2:1][C:2]1[N:7]=[C:6]([N:8]2[C:16]3[C:11](=[CH:12][CH:13]=[C:14]([C:39]#[C:38][C@@:36]([OH:40])([C:32]4[N:25]=[CH:26][CH:35]=[CH:34][N:33]=4)[CH3:37])[CH:15]=3)[C:10]([C:18]([N:20]3[CH2:23][CH:22]([OH:24])[CH2:21]3)=[O:19])=[N:9]2)[CH:5]=[CH:4][N:3]=1, predict the reactants needed to synthesize it. The reactants are: [NH2:1][C:2]1[N:7]=[C:6]([N:8]2[C:16]3[C:11](=[CH:12][CH:13]=[C:14](I)[CH:15]=3)[C:10]([C:18]([N:20]3[CH2:23][CH:22]([OH:24])[CH2:21]3)=[O:19])=[N:9]2)[CH:5]=[CH:4][N:3]=1.[NH:25]1CCCC[CH2:26]1.O1[CH:35]=[CH:34][N:33]=[C:32]1[C:36]([OH:40])([C:38]#[CH:39])[CH3:37]. (3) Given the product [Cl:1][C:2]1[CH:3]=[C:4]([NH:9][C:10]([N:12]2[C@@H:17]([CH3:18])[CH2:16][N:15]3[N:19]=[CH:20][C:21]([N:22]4[C:36](=[O:37])[CH2:35][C:24]5([CH2:25][NH:26][CH2:27]5)[CH2:23]4)=[C:14]3[CH2:13]2)=[O:11])[CH:5]=[CH:6][C:7]=1[F:8], predict the reactants needed to synthesize it. The reactants are: [Cl:1][C:2]1[CH:3]=[C:4]([NH:9][C:10]([N:12]2[C@@H:17]([CH3:18])[CH2:16][N:15]3[N:19]=[CH:20][C:21]([N:22]4[C:36](=[O:37])[CH2:35][C:24]5([CH2:27][N:26](C(OC(C)(C)C)=O)[CH2:25]5)[CH2:23]4)=[C:14]3[CH2:13]2)=[O:11])[CH:5]=[CH:6][C:7]=1[F:8].